Predict which catalyst facilitates the given reaction. From a dataset of Catalyst prediction with 721,799 reactions and 888 catalyst types from USPTO. (1) Reactant: [C:1]([NH:4][C:5]1[S:6][CH:7]=[C:8]([CH2:10][CH2:11][C:12]2[CH:33]=[CH:32][C:15]([CH2:16][NH:17][C:18]([NH:20][N:21](C([O-])=O)C(OC(C)(C)C)=O)=[O:19])=[CH:14][C:13]=2[F:34])[N:9]=1)(=[O:3])[CH3:2].O1CCOCC1.[ClH:41]. Product: [ClH:41].[C:1]([NH:4][C:5]1[S:6][CH:7]=[C:8]([CH2:10][CH2:11][C:12]2[CH:33]=[CH:32][C:15]([CH2:16][NH:17][C:18]([NH:20][NH2:21])=[O:19])=[CH:14][C:13]=2[F:34])[N:9]=1)(=[O:3])[CH3:2]. The catalyst class is: 12. (2) Reactant: [NH2:1][C:2]1[C:7]([C:8]#[N:9])=[C:6]([CH2:10][CH3:11])[N:5]=[C:4](Cl)[N:3]=1.[C@H:13]1([NH2:23])[C:22]2[C:17](=[CH:18][CH:19]=[CH:20][CH:21]=2)[CH2:16][CH2:15]C1.C(=O)([O-])[O-].[K+].[K+]. Product: [NH2:1][C:2]1[C:7]([C:8]#[N:9])=[C:6]([CH2:10][CH3:11])[N:5]=[C:4]([NH:23][C@H:13]2[C:22]3[C:17](=[CH:18][CH:19]=[CH:20][CH:21]=3)[CH2:16][CH2:15]2)[N:3]=1. The catalyst class is: 80.